Dataset: Catalyst prediction with 721,799 reactions and 888 catalyst types from USPTO. Task: Predict which catalyst facilitates the given reaction. (1) Reactant: Br[C:2]1[CH:3]=[C:4]([C:8]2[C:13]3[O:14][C:15]4[CH:20]=[CH:19][CH:18]=[CH:17][C:16]=4[C:12]=3[CH:11]=[CH:10][CH:9]=2)[CH:5]=[CH:6][CH:7]=1.[B:21]1([B:21]2[O:25][C:24]([CH3:27])([CH3:26])[C:23]([CH3:29])([CH3:28])[O:22]2)[O:25][C:24]([CH3:27])([CH3:26])[C:23]([CH3:29])([CH3:28])[O:22]1.C([O-])(=O)C.[K+]. Product: [CH:11]1[C:12]2[C:16]3[CH:17]=[CH:18][CH:19]=[CH:20][C:15]=3[O:14][C:13]=2[C:8]([C:4]2[CH:3]=[C:2]([B:21]3[O:25][C:24]([CH3:27])([CH3:26])[C:23]([CH3:29])([CH3:28])[O:22]3)[CH:7]=[CH:6][CH:5]=2)=[CH:9][CH:10]=1. The catalyst class is: 203. (2) Reactant: [CH:1]1([C:5]2[C:9]3[CH2:10][N:11](C(OCC4C=CC=CC=4)=O)[CH:12]([CH3:14])[CH2:13][C:8]=3[NH:7][N:6]=2)[CH2:4][CH2:3][CH2:2]1. Product: [CH:1]1([C:5]2[C:9]3[CH2:10][NH:11][CH:12]([CH3:14])[CH2:13][C:8]=3[NH:7][N:6]=2)[CH2:4][CH2:3][CH2:2]1. The catalyst class is: 19.